Dataset: Forward reaction prediction with 1.9M reactions from USPTO patents (1976-2016). Task: Predict the product of the given reaction. Given the reactants [OH:1][C:2]1[CH:8]=[CH:7][C:5]([NH2:6])=[CH:4][CH:3]=1.[C:9]([O-:12])([O-])=O.[K+].[K+].Cl[C:16]1[CH:21]=[N:20][CH:19]=[C:18]([NH:22][C:23]2[CH:28]=[C:27](OC)[C:26]([O:31][CH3:32])=[C:25]([O:33][CH3:34])[CH:24]=2)[N:17]=1.[CH3:35]N(C)C=O, predict the reaction product. The product is: [CH3:32][O:31][C:26]1[CH:27]=[C:28]([CH:35]=[C:24]([O:12][CH3:9])[C:25]=1[O:33][CH3:34])[CH2:23][NH:22][C:18]1[CH:19]=[N:20][CH:21]=[C:16]([O:1][C:2]2[CH:8]=[CH:7][C:5]([NH2:6])=[CH:4][CH:3]=2)[N:17]=1.